This data is from Aqueous solubility values for 9,982 compounds from the AqSolDB database. The task is: Regression/Classification. Given a drug SMILES string, predict its absorption, distribution, metabolism, or excretion properties. Task type varies by dataset: regression for continuous measurements (e.g., permeability, clearance, half-life) or binary classification for categorical outcomes (e.g., BBB penetration, CYP inhibition). For this dataset (solubility_aqsoldb), we predict Y. (1) The drug is CC(=O)[O-].CC(=O)[O-].CC(=O)[O-].[Cr+3]. The Y is 0.469 log mol/L. (2) The molecule is O=C1C=CC(=NNc2ccccc2)C=C1. The Y is -3.34 log mol/L. (3) The Y is -1.93 log mol/L. The compound is COc1ccc(C)cc1NC(C)=O.